Dataset: Forward reaction prediction with 1.9M reactions from USPTO patents (1976-2016). Task: Predict the product of the given reaction. (1) Given the reactants [CH3:1][C:2]1[C:3]([N:9]2[CH2:16][CH:15]3[CH:11]([CH2:12][NH:13][CH2:14]3)[CH2:10]2)=[N:4][C:5]([CH3:8])=[CH:6][N:7]=1.[F:17][C:18]1[CH:26]=[CH:25][C:21]([C:22](O)=[O:23])=[C:20]([N:27]2[N:31]=[CH:30][CH:29]=[N:28]2)[CH:19]=1, predict the reaction product. The product is: [CH3:1][C:2]1[C:3]([N:9]2[CH2:16][CH:15]3[CH:11]([CH2:12][N:13]([C:22]([C:21]4[CH:25]=[CH:26][C:18]([F:17])=[CH:19][C:20]=4[N:27]4[N:31]=[CH:30][CH:29]=[N:28]4)=[O:23])[CH2:14]3)[CH2:10]2)=[N:4][C:5]([CH3:8])=[CH:6][N:7]=1. (2) Given the reactants [C:1]([N:4]1[CH2:9][CH2:8][CH:7]([OH:10])[CH2:6][CH2:5]1)(=[O:3])[CH3:2].[H-].[Na+].[F:13][C:14]1[CH:21]=[CH:20][C:17]([CH2:18]Cl)=[CH:16][CH:15]=1.O, predict the reaction product. The product is: [C:1]([N:4]1[CH2:9][CH2:8][CH:7]([O:10][CH2:18][C:17]2[CH:20]=[CH:21][C:14]([F:13])=[CH:15][CH:16]=2)[CH2:6][CH2:5]1)(=[O:3])[CH3:2]. (3) Given the reactants [Cl:1][C:2]1[N:7]=[C:6]([NH:8][C:9]2[CH:14]=[CH:13][C:12]3OCCO[C:11]=3[CH:10]=2)[C:5]([F:19])=[CH:4][N:3]=1.ClC1N=C(Cl)C(F)=CN=1.[F:29][C:30]([F:40])([F:39])[S:31]C1C=C(C=CC=1)N, predict the reaction product. The product is: [Cl:1][C:2]1[N:7]=[C:6]([NH:8][C:9]2[CH:14]=[CH:13][CH:12]=[C:11]([S:31][C:30]([F:40])([F:39])[F:29])[CH:10]=2)[C:5]([F:19])=[CH:4][N:3]=1. (4) Given the reactants Cl[C:2]1[N:9]=[CH:8][CH:7]=[C:6]([Cl:10])[C:3]=1[C:4]#[N:5].C([C:18]1[CH:23]=[CH:22][C:21](B(O)O)=[C:20]([NH2:27])[CH:19]=1)(OC(C)(C)C)=O.[C:28](=[O:31])(O)[O-:29].[Na+], predict the reaction product. The product is: [C:3]([O:29][C:28](=[O:31])[NH:27][C:20]1[CH:19]=[CH:18][C:23]([C:2]2[C:3]([C:4]#[N:5])=[C:6]([Cl:10])[CH:7]=[CH:8][N:9]=2)=[CH:22][CH:21]=1)([CH3:6])([CH3:4])[CH3:2].